Dataset: Forward reaction prediction with 1.9M reactions from USPTO patents (1976-2016). Task: Predict the product of the given reaction. (1) The product is: [F:1][C:2]1[CH:7]=[CH:6][C:5]([C:8]2[C:12]([CH2:13][NH:14][C:15]3[CH:16]=[C:17]([C:21]([NH2:25])=[O:22])[N:18]([CH3:20])[N:19]=3)=[C:11]([CH3:24])[O:10][N:9]=2)=[CH:4][CH:3]=1. Given the reactants [F:1][C:2]1[CH:7]=[CH:6][C:5]([C:8]2[C:12]([CH2:13][NH:14][C:15]3[CH:16]=[C:17]([C:21](O)=[O:22])[N:18]([CH3:20])[N:19]=3)=[C:11]([CH3:24])[O:10][N:9]=2)=[CH:4][CH:3]=1.[NH3:25], predict the reaction product. (2) Given the reactants [C:1]([O:5][C:6]([NH:8][C@H:9]([C:27]([O:29][C:30]([CH3:33])([CH3:32])[CH3:31])=[O:28])[CH2:10][C@H:11]([CH2:19][C:20]1[CH:25]=[CH:24][C:23]([OH:26])=[CH:22][CH:21]=1)[C:12]([O:14][C:15]([CH3:18])([CH3:17])[CH3:16])=[O:13])=[O:7])([CH3:4])([CH3:3])[CH3:2].C(=O)([O-])[O-].[K+].[K+].I[CH2:41][CH2:42][CH2:43][F:44], predict the reaction product. The product is: [C:1]([O:5][C:6]([NH:8][C@H:9]([C:27]([O:29][C:30]([CH3:33])([CH3:32])[CH3:31])=[O:28])[CH2:10][C@H:11]([CH2:19][C:20]1[CH:25]=[CH:24][C:23]([O:26][CH2:41][CH2:42][CH2:43][F:44])=[CH:22][CH:21]=1)[C:12]([O:14][C:15]([CH3:16])([CH3:18])[CH3:17])=[O:13])=[O:7])([CH3:2])([CH3:3])[CH3:4].